From a dataset of NCI-60 drug combinations with 297,098 pairs across 59 cell lines. Regression. Given two drug SMILES strings and cell line genomic features, predict the synergy score measuring deviation from expected non-interaction effect. (1) Drug 1: CS(=O)(=O)CCNCC1=CC=C(O1)C2=CC3=C(C=C2)N=CN=C3NC4=CC(=C(C=C4)OCC5=CC(=CC=C5)F)Cl. Synergy scores: CSS=11.1, Synergy_ZIP=-6.23, Synergy_Bliss=-3.11, Synergy_Loewe=0.388, Synergy_HSA=0.688. Cell line: HL-60(TB). Drug 2: C(CCl)NC(=O)N(CCCl)N=O. (2) Drug 1: CCC1(CC2CC(C3=C(CCN(C2)C1)C4=CC=CC=C4N3)(C5=C(C=C6C(=C5)C78CCN9C7C(C=CC9)(C(C(C8N6C)(C(=O)OC)O)OC(=O)C)CC)OC)C(=O)OC)O.OS(=O)(=O)O. Drug 2: C1=NC2=C(N1)C(=S)N=CN2. Cell line: SK-MEL-2. Synergy scores: CSS=-6.55, Synergy_ZIP=3.43, Synergy_Bliss=-1.22, Synergy_Loewe=-2.05, Synergy_HSA=-8.59. (3) Drug 1: C1=C(C(=O)NC(=O)N1)F. Drug 2: CN(CC1=CN=C2C(=N1)C(=NC(=N2)N)N)C3=CC=C(C=C3)C(=O)NC(CCC(=O)O)C(=O)O. Cell line: U251. Synergy scores: CSS=45.2, Synergy_ZIP=-3.83, Synergy_Bliss=-5.08, Synergy_Loewe=-17.1, Synergy_HSA=-1.33.